Dataset: Catalyst prediction with 721,799 reactions and 888 catalyst types from USPTO. Task: Predict which catalyst facilitates the given reaction. (1) Product: [OH2:2].[O-2:10].[O-2:14].[O-2:2].[O-2:2].[O-2:2].[O-2:2].[Na+:6].[Na+:6].[Al+3:11].[Al+3:17].[Si+4:1]. Reactant: [Si:1]([O-])([O-])([O-])[O-:2].[Na+:6].[Na+].[Na+].[Na+].[O:10]=[Al-:11]=O.[Na+].[OH2:14].O.O.[Al:17]. The catalyst class is: 6. (2) Reactant: [C:1]([N:8]1[CH2:13][CH2:12][N:11](C(OC(C)(C)C)=O)[CH2:10][CH:9]1[C:21]([OH:23])=O)([O:3]C(C)(C)C)=O.CN(C(O[N:32]1N=N[C:34]2C=CC=C[C:33]1=2)=[N+](C)C)C.[B-](F)(F)(F)F.C(N(C(C)C)CC)(C)C.Cl.COC(=O)[C@@H](C)N. Product: [CH3:34][C@@H:33]1[C:1](=[O:3])[N:8]2[CH2:13][CH2:12][NH:11][CH2:10][CH:9]2[C:21](=[O:23])[NH:32]1. The catalyst class is: 139. (3) Reactant: [C:1]([O:5][C:6](=[O:28])[C:7]1[CH:12]=[CH:11][C:10]([CH2:13][N:14]([C:17](=[O:27])[CH:18]=[C:19]2[C:23](=O)[O:22]C(C)(C)[O:20]2)[O:15][CH3:16])=[CH:9][CH:8]=1)([CH3:4])([CH3:3])[CH3:2].C=O.CN.ClC1C=C(C=CC=1Cl)[CH2:37][N:38](C)[C:39](C1CN(C)C(=O)C=1O)=O. Product: [C:1]([O:5][C:6](=[O:28])[C:7]1[CH:12]=[CH:11][C:10]([CH2:13][N:14]([C:17]([C:18]2[CH2:37][N:38]([CH3:39])[C:23](=[O:22])[C:19]=2[OH:20])=[O:27])[O:15][CH3:16])=[CH:9][CH:8]=1)([CH3:4])([CH3:2])[CH3:3]. The catalyst class is: 5.